From a dataset of Forward reaction prediction with 1.9M reactions from USPTO patents (1976-2016). Predict the product of the given reaction. (1) The product is: [CH:4]1[C:5]2[NH:6][C:7]3[C:12](=[CH:11][CH:10]=[CH:9][CH:8]=3)[C:13]=2[CH:14]=[C:2]([C:18]2[CH:19]=[C:20]3[C:28](=[CH:29][CH:30]=2)[N:27]([C:31]2[CH:36]=[CH:35][CH:34]=[CH:33][CH:32]=2)[C:26]2[CH:25]=[C:24]4[C:37]([CH3:45])([CH3:44])[C:38]5[C:43]([C:23]4=[CH:22][C:21]3=2)=[CH:42][CH:41]=[CH:40][CH:39]=5)[CH:3]=1. Given the reactants Br[C:2]1[CH:3]=[CH:4][C:5]2[NH:6][C:7]3[C:12]([C:13]=2[CH:14]=1)=[CH:11][CH:10]=[CH:9][CH:8]=3.B([C:18]1[CH:19]=[C:20]2[C:28](=[CH:29][CH:30]=1)[N:27]([C:31]1[CH:36]=[CH:35][CH:34]=[CH:33][CH:32]=1)[C:26]1[CH:25]=[C:24]3[C:37]([CH3:45])([CH3:44])[C:38]4[C:43]([C:23]3=[CH:22][C:21]2=1)=[CH:42][CH:41]=[CH:40][CH:39]=4)(O)O.C(=O)([O-])[O-].[Na+].[Na+].C1(C)C=CC=CC=1, predict the reaction product. (2) Given the reactants [N+:1]([C:4]1[CH:5]=[C:6]2[C:10](=[CH:11][CH:12]=1)[NH:9][CH:8]=[CH:7]2)([O-:3])=[O:2].C([O-])([O-])=O.[K+].[K+].Br[CH2:20][C:21]([O:23][CH3:24])=[O:22], predict the reaction product. The product is: [N+:1]([C:4]1[CH:5]=[C:6]2[C:10](=[CH:11][CH:12]=1)[N:9]([CH2:20][C:21]([O:23][CH3:24])=[O:22])[CH:8]=[CH:7]2)([O-:3])=[O:2]. (3) Given the reactants [Cl:1][C:2]1[N:11]=[C:10](Cl)[C:9]2[C:4](=[CH:5][CH:6]=[CH:7][CH:8]=2)[N:3]=1.[N:13]1([CH2:19][CH2:20][NH2:21])[CH2:18][CH2:17][O:16][CH2:15][CH2:14]1, predict the reaction product. The product is: [Cl:1][C:2]1[N:11]=[C:10]([NH:21][CH2:20][CH2:19][N:13]2[CH2:18][CH2:17][O:16][CH2:15][CH2:14]2)[C:9]2[C:4](=[CH:5][CH:6]=[CH:7][CH:8]=2)[N:3]=1. (4) Given the reactants [Br:1][C:2]1[CH:3]=[C:4](/[CH:15]=[CH:16]/[C:17]([OH:19])=O)[N:5]([CH2:7][O:8][CH2:9][CH2:10][Si:11]([CH3:14])([CH3:13])[CH3:12])[CH:6]=1.C(N(CC)CC)C.C1(P([N:41]=[N+:42]=[N-:43])(C2C=CC=CC=2)=O)C=CC=CC=1.O, predict the reaction product. The product is: [Br:1][C:2]1[CH:3]=[C:4](/[CH:15]=[CH:16]/[C:17]([N:41]=[N+:42]=[N-:43])=[O:19])[N:5]([CH2:7][O:8][CH2:9][CH2:10][Si:11]([CH3:14])([CH3:13])[CH3:12])[CH:6]=1. (5) Given the reactants C[O:2][C:3](=[O:39])[C@@H:4]([NH:31][C:32]([O:34][C:35]([CH3:38])([CH3:37])[CH3:36])=[O:33])[CH2:5][C:6]1[CH:11]=[CH:10][C:9]([O:12][C:13]2[CH:18]=[CH:17][C:16]([O:19][C:20]3[CH:25]=[CH:24][C:23]([C:26]4[S:27][CH:28]=[CH:29][N:30]=4)=[CH:22][CH:21]=3)=[CH:15][CH:14]=2)=[CH:8][CH:7]=1.[OH-].[Na+], predict the reaction product. The product is: [C:35]([O:34][C:32]([NH:31][C@@H:4]([CH2:5][C:6]1[CH:7]=[CH:8][C:9]([O:12][C:13]2[CH:18]=[CH:17][C:16]([O:19][C:20]3[CH:21]=[CH:22][C:23]([C:26]4[S:27][CH:28]=[CH:29][N:30]=4)=[CH:24][CH:25]=3)=[CH:15][CH:14]=2)=[CH:10][CH:11]=1)[C:3]([OH:39])=[O:2])=[O:33])([CH3:38])([CH3:36])[CH3:37]. (6) Given the reactants C1(C(=[N:14][C:15]2[CH:16]=[C:17]([O:21][C:22]3[N:23]=[C:24]([NH:33][C:34]4[CH:39]=[CH:38][C:37]([N:40]5[CH2:45][CH2:44][N:43]([CH3:46])[CH2:42][CH2:41]5)=[CH:36][CH:35]=4)[C:25]([C:30]([NH2:32])=[O:31])=[N:26][C:27]=3[CH2:28][CH3:29])[CH:18]=[N:19][CH:20]=2)C2C=CC=CC=2)C=CC=CC=1.Cl, predict the reaction product. The product is: [NH2:14][C:15]1[CH:16]=[C:17]([O:21][C:22]2[N:23]=[C:24]([NH:33][C:34]3[CH:35]=[CH:36][C:37]([N:40]4[CH2:45][CH2:44][N:43]([CH3:46])[CH2:42][CH2:41]4)=[CH:38][CH:39]=3)[C:25]([C:30]([NH2:32])=[O:31])=[N:26][C:27]=2[CH2:28][CH3:29])[CH:18]=[N:19][CH:20]=1. (7) Given the reactants [CH3:1][CH:2]([CH3:14])[CH2:3][C:4]#[C:5][C:6]1[CH:11]=[CH:10][N:9]=[C:8]([S:12][CH3:13])[N:7]=1.N12CCCN=C1CCCCC2.[I-].[NH2:27][N+:28]1[CH:33]=[CH:32][CH:31]=[CH:30][CH:29]=1.O, predict the reaction product. The product is: [CH2:3]([C:4]1[C:5]([C:6]2[CH:11]=[CH:10][N:9]=[C:8]([S:12][CH3:13])[N:7]=2)=[C:29]2[CH:30]=[CH:31][CH:32]=[CH:33][N:28]2[N:27]=1)[CH:2]([CH3:14])[CH3:1]. (8) The product is: [C:15]([O:19][C:20]([NH:1][CH:4]([CH2:13][CH3:14])[C:5]([C:7]1[CH:8]=[N:9][CH:10]=[CH:11][CH:12]=1)=[O:6])=[O:21])([CH3:18])([CH3:17])[CH3:16]. Given the reactants [N:1]([CH:4]([CH2:13][CH3:14])[C:5]([C:7]1[CH:8]=[N:9][CH:10]=[CH:11][CH:12]=1)=[O:6])=[N+]=[N-].[C:15]([O:19][C:20](O[C:20]([O:19][C:15]([CH3:18])([CH3:17])[CH3:16])=[O:21])=[O:21])([CH3:18])([CH3:17])[CH3:16], predict the reaction product. (9) Given the reactants Cl[C:2]1[CH:9]=[CH:8][CH:7]=[CH:6][C:3]=1[C:4]#[N:5].[O:10]1[C:14]2[CH:15]=[CH:16][C:17]([CH2:19][C:20]#[N:21])=[CH:18][C:13]=2[O:12][CH2:11]1.CC(C)([O-])C.[K+].Cl[CH2:29][C:30]([O:32][CH3:33])=[O:31].Cl, predict the reaction product. The product is: [CH3:33][O:32][C:30]([C:29]1[C:19]([C:17]2[CH:16]=[CH:15][C:14]3[O:10][CH2:11][O:12][C:13]=3[CH:18]=2)([C:20]#[N:21])[C:2]2[C:3]([C:4]=1[NH2:5])=[CH:6][CH:7]=[CH:8][CH:9]=2)=[O:31].